The task is: Predict the reactants needed to synthesize the given product.. This data is from Full USPTO retrosynthesis dataset with 1.9M reactions from patents (1976-2016). Given the product [CH3:29][O:30][C:31](=[O:64])[NH:32][C@H:33]([C:37]([N:39]1[CH2:43][CH2:42][CH2:41][C@H:40]1[C:44]1[NH:45][C:46]([C:49]2[CH:50]=[CH:51][C:52]([C:22]3[S:21][C:20]4=[N:19][C:18]([NH:17][C:16]([C@@H:12]5[CH2:13][CH2:14][CH2:15][N:11]5[C:9](=[O:10])[CH2:8][NH:7][C:6]([O:5][C:1]([CH3:4])([CH3:3])[CH3:2])=[O:28])=[O:27])=[CH:25][N:24]4[CH:23]=3)=[CH:53][CH:54]=2)=[CH:47][N:48]=1)=[O:38])[CH:34]([CH3:36])[CH3:35], predict the reactants needed to synthesize it. The reactants are: [C:1]([O:5][C:6](=[O:28])[NH:7][CH2:8][C:9]([N:11]1[CH2:15][CH2:14][CH2:13][C@H:12]1[C:16](=[O:27])[NH:17][C:18]1[N:19]=[C:20]2[N:24]([CH:25]=1)[CH:23]=[C:22](Br)[S:21]2)=[O:10])([CH3:4])([CH3:3])[CH3:2].[CH3:29][O:30][C:31](=[O:64])[NH:32][C@H:33]([C:37]([N:39]1[CH2:43][CH2:42][CH2:41][C@H:40]1[C:44]1[NH:45][C:46]([C:49]2[CH:54]=[CH:53][C:52](B3OC(C)(C)C(C)(C)O3)=[CH:51][CH:50]=2)=[CH:47][N:48]=1)=[O:38])[CH:34]([CH3:36])[CH3:35].